Task: Predict the reaction yield, written as a fraction of the theoretical maximum amount of product (1.0 means a 100% yield; for example, 0.34 means a 34% yield).. Dataset: Reaction yield outcomes from USPTO patents with 853,638 reactions (1) The reactants are Cl[C:2]1[C:11]2[C:6](=[CH:7][CH:8]=[CH:9][CH:10]=2)[CH:5]=[C:4]([Cl:12])[N:3]=1.[CH3:13][C:14]([CH3:17])([O-:16])[CH3:15].[K+]. The catalyst is C1(C)C=CC=CC=1. The product is [C:14]([O:16][C:2]1[C:11]2[C:6](=[CH:7][CH:8]=[CH:9][CH:10]=2)[CH:5]=[C:4]([Cl:12])[N:3]=1)([CH3:17])([CH3:15])[CH3:13]. The yield is 0.891. (2) The reactants are [C:1]([C:3]1[C:4](I)=[C:5]([C:16]([O:18][CH2:19][CH3:20])=[O:17])[S:6][C:7]=1[N:8]1[CH2:13][CH2:12][O:11][CH:10]([CH2:14][F:15])[CH2:9]1)#[N:2].[Cl:22][C:23]1[CH:28]=[C:27]([Cl:29])[CH:26]=[CH:25][C:24]=1B(O)O.C(=O)([O-])[O-].[Na+].[Na+].O.COCCOC. The catalyst is C1C=CC([P]([Pd]([P](C2C=CC=CC=2)(C2C=CC=CC=2)C2C=CC=CC=2)([P](C2C=CC=CC=2)(C2C=CC=CC=2)C2C=CC=CC=2)[P](C2C=CC=CC=2)(C2C=CC=CC=2)C2C=CC=CC=2)(C2C=CC=CC=2)C2C=CC=CC=2)=CC=1. The product is [C:1]([C:3]1[C:4]([C:26]2[CH:25]=[CH:24][C:23]([Cl:22])=[CH:28][C:27]=2[Cl:29])=[C:5]([C:16]([O:18][CH2:19][CH3:20])=[O:17])[S:6][C:7]=1[N:8]1[CH2:13][CH2:12][O:11][CH:10]([CH2:14][F:15])[CH2:9]1)#[N:2]. The yield is 0.990. (3) The product is [Cl:1][C:2]1[CH:7]=[CH:6][C:5]([S:8]([CH:11]([C:17]2[CH:22]=[C:21]([F:23])[CH:20]=[CH:19][C:18]=2[F:24])[CH2:12][CH2:13][CH2:14][CH2:15][F:37])(=[O:10])=[O:9])=[CH:4][CH:3]=1. The reactants are [Cl:1][C:2]1[CH:7]=[CH:6][C:5]([S:8]([CH:11]([C:17]2[CH:22]=[C:21]([F:23])[CH:20]=[CH:19][C:18]=2[F:24])[CH2:12][CH2:13][CH2:14][CH2:15]O)(=[O:10])=[O:9])=[CH:4][CH:3]=1.CN1CCOCC1.CS(Cl)(=O)=O.[F-:37].C([N+](CCCC)(CCCC)CCCC)CCC. The yield is 0.200. The catalyst is ClCCl.O1CCCC1.CCCCCC. (4) The reactants are I[C:2]1[CH:7]=[CH:6][CH:5]=[CH:4][N:3]=1.[C:8]([O:14][CH2:15][CH3:16])(=[O:13])[CH2:9][CH2:10][C:11]#[CH:12]. The catalyst is C(N(CC)CC)C.[Cu](I)I.Cl[Pd](Cl)([P](C1C=CC=CC=1)(C1C=CC=CC=1)C1C=CC=CC=1)[P](C1C=CC=CC=1)(C1C=CC=CC=1)C1C=CC=CC=1. The product is [N:3]1[CH:4]=[CH:5][CH:6]=[CH:7][C:2]=1[C:12]#[C:11][CH2:10][CH2:9][C:8]([O:14][CH2:15][CH3:16])=[O:13]. The yield is 0.780. (5) The reactants are [OH:1][C:2]1[CH:10]=[CH:9][C:8]([OH:11])=[CH:7][C:3]=1[C:4]([OH:6])=[O:5].[CH3:12][NH:13][C@H:14]([CH2:16]/[CH:17]=[CH:18]/[C:19]1[CH:20]=[N:21][CH:22]=[C:23]([O:25][CH3:26])[CH:24]=1)[CH3:15].C(OCC)(=O)C. The catalyst is C(O)C. The product is [OH:1][C:2]1[CH:10]=[CH:9][C:8]([OH:11])=[CH:7][C:3]=1[C:4]([OH:6])=[O:5].[CH3:12][NH:13][C@H:14]([CH2:16]/[CH:17]=[CH:18]/[C:19]1[CH:20]=[N:21][CH:22]=[C:23]([O:25][CH3:26])[CH:24]=1)[CH3:15]. The yield is 0.910.